Dataset: Catalyst prediction with 721,799 reactions and 888 catalyst types from USPTO. Task: Predict which catalyst facilitates the given reaction. (1) Reactant: [C:1]([O:5][CH2:6][CH3:7])(=[O:4])[C:2]#[CH:3].[NH:8]1[N:12]2[CH2:13][CH2:14][CH2:15][CH2:16][CH:11]2C(=O)O1. Product: [CH2:6]([O:5][C:1]([C:2]1[CH:3]=[C:11]2[CH2:16][CH2:15][CH2:14][CH2:13][N:12]2[N:8]=1)=[O:4])[CH3:7]. The catalyst class is: 673. (2) Reactant: [H-].[Na+].[F:3][C:4]1[CH:9]=[CH:8][CH:7]=[CH:6][C:5]=1[CH2:10][C:11]#[N:12].Cl[CH2:14][CH2:15][CH2:16]Cl. Product: [F:3][C:4]1[CH:9]=[CH:8][CH:7]=[CH:6][C:5]=1[C:10]1([C:11]#[N:12])[CH2:16][CH2:15][CH2:14]1. The catalyst class is: 16. (3) Reactant: [C:1]([O:5][C:6]([N:8]1[C@H:17]([C:18]([OH:20])=[O:19])[CH2:16][C:15]2[C:10](=[CH:11][C:12]([OH:21])=[CH:13][CH:14]=2)[CH2:9]1)=[O:7])([CH3:4])([CH3:3])[CH3:2].IC.[CH:24](N(C(C)C)CC)(C)C.O. Product: [CH3:24][O:19][C:18]([C@@H:17]1[CH2:16][C:15]2[C:10](=[CH:11][C:12]([OH:21])=[CH:13][CH:14]=2)[CH2:9][N:8]1[C:6]([O:5][C:1]([CH3:4])([CH3:2])[CH3:3])=[O:7])=[O:20]. The catalyst class is: 3. (4) Reactant: [Cl:1][C:2]1[C:7]([CH2:8][CH2:9][CH:10]=O)=[CH:6][N:5]=[C:4]2[N:12]([S:15]([C:18]3[CH:24]=[CH:23][C:21]([CH3:22])=[CH:20][CH:19]=3)(=[O:17])=[O:16])[CH:13]=[CH:14][C:3]=12.[CH2:25]([C@H:27]1[C@@H:31]([N:32]=C=O)[CH2:30][C@@H:29]([NH:35][S:36]([CH:39]2[CH2:41][CH2:40]2)(=[O:38])=[O:37])[CH2:28]1)[CH3:26].C(O)(=O)C.C(O[BH-](OC(=O)C)OC(=O)C)(=O)C.[Na+].C([O-])(O)=O.[Na+]. Product: [Cl:1][C:2]1[C:7]([CH2:8][CH2:9][CH2:10][NH:32][C@@H:31]2[C@H:27]([CH2:25][CH3:26])[CH2:28][C@H:29]([NH:35][S:36]([CH:39]3[CH2:41][CH2:40]3)(=[O:38])=[O:37])[CH2:30]2)=[CH:6][N:5]=[C:4]2[N:12]([S:15]([C:18]3[CH:24]=[CH:23][C:21]([CH3:22])=[CH:20][CH:19]=3)(=[O:17])=[O:16])[CH:13]=[CH:14][C:3]=12. The catalyst class is: 279. (5) Reactant: [Cl:1][C:2]1[CH:7]=[CH:6][C:5]([NH:8][C:9]2[C:13]3[C:14](=[O:18])[NH:15][CH:16]=[CH:17][C:12]=3[N:11]([C@@:19]3([CH2:31][C:32]#[N:33])[CH2:24][O:23][C@H:22]([C:25](N(OC)C)=[O:26])[CH2:21][CH2:20]3)[N:10]=2)=[CH:4][CH:3]=1.[CH3:34][Mg]Br. Product: [C:25]([C@H:22]1[O:23][CH2:24][C@:19]([CH2:31][C:32]#[N:33])([N:11]2[C:12]3[CH:17]=[CH:16][NH:15][C:14](=[O:18])[C:13]=3[C:9]([NH:8][C:5]3[CH:6]=[CH:7][C:2]([Cl:1])=[CH:3][CH:4]=3)=[N:10]2)[CH2:20][CH2:21]1)(=[O:26])[CH3:34]. The catalyst class is: 1. (6) Reactant: [C:1]1([C:10]2[CH:15]=[CH:14][CH:13]=[CH:12][CH:11]=2)[C:2]([C:7](O)=[O:8])=[CH:3][CH:4]=[CH:5][CH:6]=1.S(Cl)(Cl)=O.C1(C[N:27]2CCC(C3C=CC(N)=CC=3)CC2)C=CC=CC=1.CC(NC(C)C)C. Product: [C:1]1([C:10]2[CH:15]=[CH:14][CH:13]=[CH:12][CH:11]=2)[C:2]([C:7]([NH2:27])=[O:8])=[CH:3][CH:4]=[CH:5][CH:6]=1. The catalyst class is: 59. (7) Reactant: [CH:1](=O)[CH2:2][CH3:3].[O:5]=[C:6]([CH3:19])[CH2:7][C:8]([O:10][CH2:11][CH2:12][O:13][C:14](=[O:18])[C:15]([CH3:17])=[CH2:16])=[O:9].N1CCCCC1.Cl. Product: [C:6]([C:7](=[CH:1][CH2:2][CH3:3])[C:8]([O:10][CH2:11][CH2:12][O:13][C:14](=[O:18])[C:15]([CH3:17])=[CH2:16])=[O:9])(=[O:5])[CH3:19]. The catalyst class is: 6.